Predict which catalyst facilitates the given reaction. From a dataset of Catalyst prediction with 721,799 reactions and 888 catalyst types from USPTO. (1) Reactant: [NH2:1][CH:2]([CH2:7][CH2:8][S:9][CH3:10])[C:3]([O:5]C)=[O:4].[CH3:11][S:12][CH2:13][CH2:14][CH:15]([NH2:18])[CH2:16][OH:17]. Product: [NH2:1][CH:2]([CH2:7][CH2:8][S:9][CH3:10])[C:3]([OH:5])=[O:4].[NH2:18][CH:15]([CH2:14][CH2:13][S:12][CH3:11])[CH2:16][OH:17]. The catalyst class is: 5. (2) The catalyst class is: 6. Product: [C:33]1([CH:13]([C:7]2[CH:12]=[CH:11][CH:10]=[CH:9][CH:8]=2)[CH2:14][NH:15][C:16]2[N:24]=[C:23]([S:3]([CH3:39])(=[O:5])=[O:2])[N:22]=[C:21]3[C:17]=2[N:18]=[CH:19][N:20]3[CH:27]2[CH2:32][CH2:31][CH2:30][CH2:29][O:28]2)[CH:34]=[CH:35][CH:36]=[CH:37][CH:38]=1. Reactant: O[O:2][S:3]([O-:5])=O.[K+].[C:7]1([CH:13]([C:33]2[CH:38]=[CH:37][CH:36]=[CH:35][CH:34]=2)[CH2:14][NH:15][C:16]2[N:24]=[C:23](SC)[N:22]=[C:21]3[C:17]=2[N:18]=[CH:19][N:20]3[CH:27]2[CH2:32][CH2:31][CH2:30][CH2:29][O:28]2)[CH:12]=[CH:11][CH:10]=[CH:9][CH:8]=1.[C:39](=O)([O-])O.[Na+].CC(C)=O.